This data is from Forward reaction prediction with 1.9M reactions from USPTO patents (1976-2016). The task is: Predict the product of the given reaction. Given the reactants Br[C:2]1[CH:7]=[CH:6][C:5]([C:8]2([CH2:14][NH:15][CH:16]=[O:17])[CH2:13][CH2:12][CH2:11][CH2:10][CH2:9]2)=[CH:4][CH:3]=1.[C:18]1(B(O)O)[CH:23]=[CH:22][CH:21]=[CH:20][CH:19]=1, predict the reaction product. The product is: [C:2]1([C:18]2[CH:23]=[CH:22][CH:21]=[CH:20][CH:19]=2)[CH:7]=[CH:6][C:5]([C:8]2([CH2:14][NH:15][CH:16]=[O:17])[CH2:13][CH2:12][CH2:11][CH2:10][CH2:9]2)=[CH:4][CH:3]=1.